Dataset: Full USPTO retrosynthesis dataset with 1.9M reactions from patents (1976-2016). Task: Predict the reactants needed to synthesize the given product. (1) Given the product [Si:14]([O:13][CH2:12][CH2:11][O:10][C:3]1[CH:4]=[CH:5][C:6]([CH:8]=[O:9])=[N:7][C:2]=1[C:28]1[CH:29]=[CH:30][C:25]([S:22]([CH3:21])(=[O:23])=[O:24])=[CH:26][C:27]=1[CH3:40])([C:17]([CH3:20])([CH3:19])[CH3:18])([CH3:16])[CH3:15], predict the reactants needed to synthesize it. The reactants are: Br[C:2]1[N:7]=[C:6]([CH:8]=[O:9])[CH:5]=[CH:4][C:3]=1[O:10][CH2:11][CH2:12][O:13][Si:14]([C:17]([CH3:20])([CH3:19])[CH3:18])([CH3:16])[CH3:15].[CH3:21][S:22]([C:25]1[CH:30]=[CH:29][C:28](B2OC(C)(C)C(C)(C)O2)=[C:27]([CH3:40])[CH:26]=1)(=[O:24])=[O:23].C([O-])([O-])=O.[Na+].[Na+]. (2) Given the product [F:38][C:39]1[CH:44]=[CH:43][C:42]([O:48][CH3:49])=[C:41]([C:2]2[N:3]=[C:4]([NH2:12])[CH:5]=[C:6]3[C:11]=2[N:10]=[CH:9][CH:8]=[CH:7]3)[CH:40]=1, predict the reactants needed to synthesize it. The reactants are: Br[C:2]1[N:3]=[C:4]([NH2:12])[CH:5]=[C:6]2[C:11]=1[N:10]=[CH:9][CH:8]=[CH:7]2.C([O-])([O-])=O.[K+].[K+].C1(P(C2C=CC=CC=2)C2C=CC=CC=2)C=CC=CC=1.[F:38][C:39]1[CH:40]=[CH:41][C:42]([O:48][CH3:49])=[C:43](B(O)O)[CH:44]=1. (3) Given the product [C:1]([C:3]1[CH:4]=[CH:5][C:6](=[C:9]2[CH2:14][CH2:13][N:12]([C:15]([O:17][C:18]([CH3:21])([CH3:20])[CH3:19])=[O:16])[CH:11]=[CH:10]2)[CH2:7][N:8]=1)#[N:2], predict the reactants needed to synthesize it. The reactants are: [C:1]([C:3]1[N:8]=[CH:7][C:6]([C:9]2(O)[CH2:14][CH2:13][N:12]([C:15]([O:17][C:18]([CH3:21])([CH3:20])[CH3:19])=[O:16])[CH2:11][CH2:10]2)=[CH:5][CH:4]=1)#[N:2].O=P(Cl)(Cl)Cl. (4) Given the product [N+:18]([C:15]1[CH:16]=[CH:17][C:11]2[S:3][CH2:4][C:5](=[O:7])[NH:13][C:12]=2[CH:14]=1)([O-:20])=[O:19], predict the reactants needed to synthesize it. The reactants are: [OH-].[Na+].[SH:3][CH2:4][C:5]([O:7]CC)=O.Cl[C:11]1[CH:17]=[CH:16][C:15]([N+:18]([O-:20])=[O:19])=[CH:14][C:12]=1[NH2:13]. (5) Given the product [Cl:1][C:2]1[CH:3]=[C:4]([C@@H:8]([OH:33])[CH2:9][N:10]([CH2:11][CH2:12][C:13]2[CH:14]=[CH:15][C:16]([S:19]([C:22]3[CH:23]=[CH:24][C:25]([O:26][CH2:27][C:28]([OH:30])=[O:29])=[CH:31][CH:32]=3)(=[O:20])=[O:21])=[CH:17][CH:18]=2)[C:48]([O:47][CH2:46][C:41]2[O:42][C:43](=[O:45])[O:44][C:40]=2[CH3:39])=[O:49])[CH:5]=[CH:6][CH:7]=1, predict the reactants needed to synthesize it. The reactants are: [Cl:1][C:2]1[CH:3]=[C:4]([C@@H:8]([OH:33])[CH2:9][NH:10][CH2:11][CH2:12][C:13]2[CH:18]=[CH:17][C:16]([S:19]([C:22]3[CH:32]=[CH:31][C:25]([O:26][CH2:27][C:28]([OH:30])=[O:29])=[CH:24][CH:23]=3)(=[O:21])=[O:20])=[CH:15][CH:14]=2)[CH:5]=[CH:6][CH:7]=1.C(=O)(O)[O-].[Na+].[CH3:39][C:40]1[O:44][C:43](=[O:45])[O:42][C:41]=1[CH2:46][O:47][C:48](ON1C(=O)CCC1=O)=[O:49].Cl. (6) Given the product [CH:2]12[CH2:7][CH2:6][CH:5]([CH2:4][CH2:3]1)[C:8](=[O:10])[NH:1]2, predict the reactants needed to synthesize it. The reactants are: [NH2:1][CH:2]1[CH2:7][CH2:6][CH:5]([C:8]([O:10]CC)=O)[CH2:4][CH2:3]1.C1(C)C=CC=CC=1.